This data is from Full USPTO retrosynthesis dataset with 1.9M reactions from patents (1976-2016). The task is: Predict the reactants needed to synthesize the given product. (1) Given the product [F:4][C:5]1[CH:6]=[CH:7][C:8]([C:11]([NH:12][C:13](=[O:15])[CH3:14])=[CH2:20])=[N:9][CH:10]=1, predict the reactants needed to synthesize it. The reactants are: C[Mg+].[Br-].[F:4][C:5]1[CH:6]=[CH:7][C:8]([C:11]#[N:12])=[N:9][CH:10]=1.[C:13](OC(=O)C)(=[O:15])[CH3:14].[C:20](=O)(O)[O-].[Na+]. (2) Given the product [CH3:11][N:12]1[CH:16]=[C:15]([C:2]2[CH:3]=[C:4]3[CH:10]=[CH:9][NH:8][C:5]3=[N:6][CH:7]=2)[CH:14]=[N:13]1, predict the reactants needed to synthesize it. The reactants are: Br[C:2]1[CH:3]=[C:4]2[CH:10]=[CH:9][NH:8][C:5]2=[N:6][CH:7]=1.[CH3:11][N:12]1[CH:16]=[C:15](B2OC(C)(C)C(C)(C)O2)[CH:14]=[N:13]1.CC(N(C)C)=O.C([O-])([O-])=O.[K+].[K+]. (3) Given the product [Br:15][CH2:13][C:10]1[CH:11]=[CH:12][C:7]([C:4]([F:6])([F:3])[CH3:5])=[CH:8][CH:9]=1, predict the reactants needed to synthesize it. The reactants are: N#N.[F:3][C:4]([C:7]1[CH:12]=[CH:11][C:10]([CH2:13]O)=[CH:9][CH:8]=1)([F:6])[CH3:5].[Br:15]C(Br)(Br)Br.C1(P(C2C=CC=CC=2)C2C=CC=CC=2)C=CC=CC=1. (4) Given the product [Br:18][CH:2]([CH2:3][C:4]1[CH:9]=[CH:8][C:7]([OH:10])=[CH:6][CH:5]=1)[C:11]([OH:13])=[O:12], predict the reactants needed to synthesize it. The reactants are: N[C@H:2]([C:11]([OH:13])=[O:12])[CH2:3][C:4]1[CH:9]=[CH:8][C:7]([OH:10])=[CH:6][CH:5]=1.N([O-])=O.[Na+].[BrH:18]. (5) The reactants are: Br[C:2]1[CH:7]=[CH:6][CH:5]=[C:4]([Br:8])[N:3]=1.[N:9]1[CH:14]=[CH:13][C:12](=[O:15])[CH2:11][CH:10]=1.C(=O)([O-])[O-].[K+].[K+].O. Given the product [Br:8][C:4]1[N:3]=[C:2]([N:9]2[CH2:14][CH2:13][C:12](=[O:15])[CH2:11][CH2:10]2)[CH:7]=[CH:6][CH:5]=1, predict the reactants needed to synthesize it.